This data is from Catalyst prediction with 721,799 reactions and 888 catalyst types from USPTO. The task is: Predict which catalyst facilitates the given reaction. (1) Reactant: [CH2:1]([O:5][C:6]1[CH:11]=[C:10]([O:12][CH2:13][C:14](O)([CH3:16])[CH3:15])[N:9]=[CH:8][N:7]=1)[C:2]#[C:3][CH3:4].CCN(S(F)(F)[F:24])CC.O. Product: [CH2:1]([O:5][C:6]1[CH:11]=[C:10]([O:12][CH2:13][C:14]([F:24])([CH3:16])[CH3:15])[N:9]=[CH:8][N:7]=1)[C:2]#[C:3][CH3:4]. The catalyst class is: 22. (2) Reactant: [CH2:1]([N:3]([CH2:16][CH3:17])[C:4](=[O:15])[C:5]1[CH:10]=[CH:9][C:8](F)=[C:7]([N+:12]([O-:14])=[O:13])[CH:6]=1)[CH3:2].[CH3:18][N:19]([CH3:24])[CH2:20][CH:21]([NH2:23])[CH3:22].CCN(C(C)C)C(C)C. Product: [CH3:18][N:19]([CH3:24])[CH2:20][CH:21]([NH:23][C:8]1[CH:9]=[CH:10][C:5]([C:4]([N:3]([CH2:16][CH3:17])[CH2:1][CH3:2])=[O:15])=[CH:6][C:7]=1[N+:12]([O-:14])=[O:13])[CH3:22]. The catalyst class is: 3. (3) Reactant: [CH3:1][N:2]1[C:6]([C:7]2[CH:8]=[C:9]([CH:13]=[CH:14][CH:15]=2)[C:10]([OH:12])=O)=[CH:5][CH:4]=[N:3]1.CCN=C=NCCCN(C)C.C1C=CC2N(O)N=NC=2C=1.CCN(CC)CC.[NH2:44][CH2:45][CH:46]([OH:58])[CH2:47][N:48]1[CH2:57][CH2:56][C:55]2[C:50](=[CH:51][CH:52]=[CH:53][CH:54]=2)[CH2:49]1. Product: [CH2:49]1[C:50]2[C:55](=[CH:54][CH:53]=[CH:52][CH:51]=2)[CH2:56][CH2:57][N:48]1[CH2:47][CH:46]([OH:58])[CH2:45][NH:44][C:10](=[O:12])[C:9]1[CH:13]=[CH:14][CH:15]=[C:7]([C:6]2[N:2]([CH3:1])[N:3]=[CH:4][CH:5]=2)[CH:8]=1. The catalyst class is: 34. (4) Reactant: [CH3:1][O:2][C:3]1[C:4]([O:16][CH3:17])=[CH:5][C:6]2[N:11]([CH3:12])[C:10](=[O:13])[O:9][C:8](=O)[C:7]=2[CH:15]=1.Cl.[NH2:19][CH2:20]C(OC)=O.CC(O)=O. Product: [CH3:1][O:2][C:3]1[C:4]([O:16][CH3:17])=[CH:5][C:6]2[N:11]([CH3:12])[C:10](=[O:13])[CH2:20][NH:19][C:8](=[O:9])[C:7]=2[CH:15]=1. The catalyst class is: 17. (5) The catalyst class is: 706. Product: [NH2:1][C:2]1[CH:9]=[CH:8][CH:7]=[C:6]([CH:11]2[CH2:13][CH2:12]2)[C:3]=1[C:4]#[N:5]. Reactant: [NH2:1][C:2]1[CH:9]=[CH:8][CH:7]=[C:6](Br)[C:3]=1[C:4]#[N:5].[CH:11]1(B(O)O)[CH2:13][CH2:12]1.[O-]P([O-])([O-])=O.[K+].[K+].[K+].C1(P(C2CCCCC2)C2CCCCC2)CCCCC1.